From a dataset of Full USPTO retrosynthesis dataset with 1.9M reactions from patents (1976-2016). Predict the reactants needed to synthesize the given product. (1) Given the product [F:88][C:44]1([F:43])[CH2:45][CH2:46][CH:47]([C:50]2[C:59]3[CH:58]([OH:60])[CH2:57][C:56]([CH3:61])([CH3:62])[CH2:55][C:54]=3[N:53]=[C:52]([CH:63]3[CH2:64][CH2:65][N:66]([C:69]4[N:74]=[CH:73][C:72]([O:75][CH2:12][C@H:13]([OH:15])[CH3:14])=[CH:71][N:70]=4)[CH2:67][CH2:68]3)[C:51]=2[CH:76]([F:87])[C:77]2[CH:78]=[CH:79][C:80]([C:83]([F:85])([F:84])[F:86])=[CH:81][CH:82]=2)[CH2:48][CH2:49]1, predict the reactants needed to synthesize it. The reactants are: CC1C=CC(S(O[CH2:12][C@H:13]([O:15]C2CCCCO2)[CH3:14])(=O)=O)=CC=1.CC1C=CC(S(OC[C@@H](OC2CCCCO2)C)(=O)=O)=CC=1.[F:43][C:44]1([F:88])[CH2:49][CH2:48][CH:47]([C:50]2[C:59]3[CH:58]([OH:60])[CH2:57][C:56]([CH3:62])([CH3:61])[CH2:55][C:54]=3[N:53]=[C:52]([CH:63]3[CH2:68][CH2:67][N:66]([C:69]4[N:74]=[CH:73][C:72]([OH:75])=[CH:71][N:70]=4)[CH2:65][CH2:64]3)[C:51]=2[CH:76]([F:87])[C:77]2[CH:82]=[CH:81][C:80]([C:83]([F:86])([F:85])[F:84])=[CH:79][CH:78]=2)[CH2:46][CH2:45]1. (2) Given the product [Br:19][C:17]1[S:16][C:13]2=[CH:14][N:15]=[C:10]([S:7]([C:1]3[CH:2]=[CH:3][CH:4]=[CH:5][CH:6]=3)(=[O:9])=[O:8])[CH:11]=[C:12]2[CH:18]=1, predict the reactants needed to synthesize it. The reactants are: [C:1]1([S:7]([C:10]2[CH:11]=[C:12]3[CH:18]=[CH:17][S:16][C:13]3=[CH:14][N:15]=2)(=[O:9])=[O:8])[CH:6]=[CH:5][CH:4]=[CH:3][CH:2]=1.[Br:19]N1C(=O)CCC1=O.C(#N)C.C(OCC)(=O)C. (3) Given the product [CH3:14][S:11]([NH:10][C:7]1[CH:8]=[CH:9][C:4]([C@H:2]([NH:1][C:31]([C:26]2[CH:25]=[CH:24][C:23]3[C:28](=[CH:29][CH:30]=[C:21]([N:16]4[CH2:20][CH2:19][CH2:18][CH2:17]4)[CH:22]=3)[CH:27]=2)=[O:32])[CH3:3])=[CH:5][C:6]=1[CH3:15])(=[O:13])=[O:12], predict the reactants needed to synthesize it. The reactants are: [NH2:1][C@@H:2]([C:4]1[CH:9]=[CH:8][C:7]([NH:10][S:11]([CH3:14])(=[O:13])=[O:12])=[C:6]([CH3:15])[CH:5]=1)[CH3:3].[N:16]1([C:21]2[CH:22]=[C:23]3[C:28](=[CH:29][CH:30]=2)[CH:27]=[C:26]([C:31](O)=[O:32])[CH:25]=[CH:24]3)[CH2:20][CH2:19][CH2:18][CH2:17]1.Cl.CN(C)CCCN=C=NCC.O.ON1C2C=CC=CC=2N=N1.C(N(CC)C(C)C)(C)C.C([O-])(O)=O.[Na+]. (4) Given the product [C:1]([O:5][C:6](=[O:37])[CH2:7][C@H:8]1[CH2:13][C@@H:12]([CH2:14][CH2:15][N:16]2[C:20]([CH:21]([CH3:23])[CH3:22])=[C:19]([CH:24]=[O:25])[N:18]=[C:17]2[C:28]2[CH:29]=[CH:30][C:31]([F:34])=[CH:32][CH:33]=2)[O:11][C:10]([CH3:35])([CH3:36])[O:9]1)([CH3:2])([CH3:3])[CH3:4], predict the reactants needed to synthesize it. The reactants are: [C:1]([O:5][C:6](=[O:37])[CH2:7][C@H:8]1[CH2:13][C@@H:12]([CH2:14][CH2:15][N:16]2[CH:20]([CH:21]([CH3:23])[CH3:22])[C:19](CO)([CH2:24][OH:25])[N:18]=[C:17]2[C:28]2[CH:33]=[CH:32][C:31]([F:34])=[CH:30][CH:29]=2)[O:11][C:10]([CH3:36])([CH3:35])[O:9]1)([CH3:4])([CH3:3])[CH3:2].CCOC(C)=O. (5) Given the product [C:1]([N:4]1[C:12]2[C:7](=[CH:8][CH:9]=[C:10]([F:13])[CH:11]=2)[C:6](=[C:14]([O:26][CH3:27])[C:15]2[CH:20]=[CH:19][C:18]3[N:21]([CH3:31])[CH:22]=[N:23][C:17]=3[CH:16]=2)[C:5]1=[O:28])(=[O:3])[CH3:2], predict the reactants needed to synthesize it. The reactants are: [C:1]([N:4]1[C:12]2[C:7](=[CH:8][CH:9]=[C:10]([F:13])[CH:11]=2)[C:6](=[C:14]([O:26][CH3:27])[C:15]2[CH:20]=[CH:19][C:18]([NH:21][CH3:22])=[C:17]([N+:23]([O-])=O)[CH:16]=2)[C:5]1=[O:28])(=[O:3])[CH3:2].[H][H].[CH:31](O)=O. (6) Given the product [CH2:37]([N:39]([CH3:40])[CH2:25][CH2:24][O:23][C:20]1[CH:21]=[C:22]2[C:17](=[CH:18][CH:19]=1)[NH:16][N:15]=[C:14]2[S:11]([C:1]1[C:10]2[C:5](=[CH:6][CH:7]=[CH:8][CH:9]=2)[CH:4]=[CH:3][CH:2]=1)(=[O:12])=[O:13])[CH3:38], predict the reactants needed to synthesize it. The reactants are: [C:1]1([S:11]([C:14]2[C:22]3[C:17](=[CH:18][CH:19]=[C:20]([O:23][CH2:24][CH2:25]OS(C4C=CC(C)=CC=4)(=O)=O)[CH:21]=3)[NH:16][N:15]=2)(=[O:13])=[O:12])[C:10]2[C:5](=[CH:6][CH:7]=[CH:8][CH:9]=2)[CH:4]=[CH:3][CH:2]=1.[CH2:37]([NH:39][CH3:40])[CH3:38]. (7) Given the product [N:11]1[CH:12]=[CH:13][CH:14]=[C:9]2[CH2:8][CH2:7][CH2:6][CH2:5][CH:4]([NH2:1])[C:10]=12, predict the reactants needed to synthesize it. The reactants are: [N:1]([CH:4]1[C:10]2=[N:11][CH:12]=[CH:13][CH:14]=[C:9]2[CH2:8][CH2:7][CH2:6][CH2:5]1)=[N+]=[N-].